Task: Predict the reactants needed to synthesize the given product.. Dataset: Full USPTO retrosynthesis dataset with 1.9M reactions from patents (1976-2016) Given the product [CH3:20][C:4]1[NH:5][C:6]2[CH2:11][CH2:10][NH:9][C:8](=[O:19])[C:7]=2[C:3]=1[CH2:2][C:21]1[CH:26]=[CH:25][CH:24]=[CH:23][C:22]=1[S:27]([N:30]1[CH2:34][CH2:33][CH2:32][CH2:31]1)(=[O:29])=[O:28], predict the reactants needed to synthesize it. The reactants are: O[CH:2]([C:21]1[CH:26]=[CH:25][CH:24]=[CH:23][C:22]=1[S:27]([N:30]1[CH2:34][CH2:33][CH2:32][CH2:31]1)(=[O:29])=[O:28])[C:3]1[C:7]2[C:8](=[O:19])[N:9](C(OC(C)(C)C)=O)[CH2:10][CH2:11][C:6]=2[NH:5][C:4]=1[CH3:20].C([SiH](CC)CC)C.C(O)(C(F)(F)F)=O.